Dataset: Forward reaction prediction with 1.9M reactions from USPTO patents (1976-2016). Task: Predict the product of the given reaction. (1) Given the reactants [CH3:1][C:2]1[CH:7]=[C:6]([CH2:8][CH2:9][C:10]2[CH:15]=[CH:14][CH:13]=[CH:12][CH:11]=2)[N:5]=[CH:4][N:3]=1.C([Li])CCC.[CH3:21][Si:22]([CH3:29])([CH3:28])[CH2:23][CH2:24][O:25][CH2:26]Cl.[Cl-].[NH4+].CC1C=C(C(COCC[Si](C)(C)C)CC2C=CC=CC=2)N=CN=1, predict the reaction product. The product is: [CH2:8]([C:6]1[CH:7]=[C:2]([CH2:1][CH2:26][O:25][CH2:24][CH2:23][Si:22]([CH3:29])([CH3:28])[CH3:21])[N:3]=[CH:4][N:5]=1)[CH2:9][C:10]1[CH:15]=[CH:14][CH:13]=[CH:12][CH:11]=1. (2) Given the reactants C([O:5][C:6](=[O:43])[CH2:7][CH:8]1[C:17]2[C:12](=[C:13]([CH3:35])[C:14]([C:18]3[N:22]=[C:21]([C:23]4[CH:28]=[CH:27][C:26]([O:29][CH:30]([CH3:32])[CH3:31])=[C:25]([C:33]#[N:34])[CH:24]=4)[O:20][N:19]=3)=[CH:15][CH:16]=2)[CH2:11][CH2:10][N:9]1[C:36]([O:38][C:39]([CH3:42])([CH3:41])[CH3:40])=[O:37])CCC.[OH-].[Na+], predict the reaction product. The product is: [C:33]([C:25]1[CH:24]=[C:23]([C:21]2[O:20][N:19]=[C:18]([C:14]3[C:13]([CH3:35])=[C:12]4[C:17](=[CH:16][CH:15]=3)[CH:8]([CH2:7][C:6]([OH:43])=[O:5])[N:9]([C:36]([O:38][C:39]([CH3:40])([CH3:42])[CH3:41])=[O:37])[CH2:10][CH2:11]4)[N:22]=2)[CH:28]=[CH:27][C:26]=1[O:29][CH:30]([CH3:31])[CH3:32])#[N:34].